This data is from Reaction yield outcomes from USPTO patents with 853,638 reactions. The task is: Predict the reaction yield, written as a fraction of the theoretical maximum amount of product (1.0 means a 100% yield; for example, 0.34 means a 34% yield). (1) The reactants are Cl[CH2:2][CH2:3][CH2:4][N:5]1[CH2:9][CH:8]2[CH2:10][CH2:11][O:12][C:13](=[O:14])[CH:7]2[CH2:6]1.C([O-])([O-])=O.[K+].[K+].[Cl:21][C:22]1[CH:23]=[C:24]([NH:29][C:30]2[C:39]3[C:34](=[CH:35][C:36]([O:41][CH3:42])=[C:37]([OH:40])[CH:38]=3)[N:33]=[CH:32][N:31]=2)[CH:25]=[CH:26][C:27]=1[F:28].C(Cl)Cl. The catalyst is CN(C=O)C.[I-].C([N+](CCCC)(CCCC)CCCC)CCC. The product is [Cl:21][C:22]1[CH:23]=[C:24]([NH:29][C:30]2[C:39]3[C:34](=[CH:35][C:36]([O:41][CH3:42])=[C:37]([O:40][CH2:2][CH2:3][CH2:4][N:5]4[CH2:9][CH:8]5[CH2:10][CH2:11][O:12][C:13](=[O:14])[CH:7]5[CH2:6]4)[CH:38]=3)[N:33]=[CH:32][N:31]=2)[CH:25]=[CH:26][C:27]=1[F:28]. The yield is 0.196. (2) The reactants are [Br:1][C:2]1[CH:7]=[CH:6][C:5]([NH:8][C:9](=[O:14])[C:10]([CH3:13])([CH3:12])[CH3:11])=[C:4]([C:15]2[N:20]=[CH:19][CH:18]=[CH:17][N:16]=2)[CH:3]=1.[N+:21]([O-])([OH:23])=[O:22].CO. The catalyst is C(O)(C(F)(F)F)=O.O. The product is [Br:1][C:2]1[CH:3]=[C:4]([C:15]2[N:16]=[CH:17][CH:18]=[CH:19][N:20]=2)[C:5]([NH:8][C:9](=[O:14])[C:10]([CH3:12])([CH3:13])[CH3:11])=[C:6]([N+:21]([O-:23])=[O:22])[CH:7]=1. The yield is 0.810. (3) The reactants are CC1[N:3]([C@H:8]2[CH2:12][C@@:11]([C:23]3([OH:27])[CH2:26][CH2:25][CH2:24]3)([C:13]([O:15][CH2:16][C:17]3[CH:22]=[CH:21][CH:20]=[CH:19][CH:18]=3)=[O:14])[CH:10]=[CH:9]2)C(C)=CC=1.Cl.NO.NO.O. The catalyst is CO. The product is [NH2:3][C@H:8]1[CH2:12][C@@:11]([C:23]2([OH:27])[CH2:24][CH2:25][CH2:26]2)([C:13]([O:15][CH2:16][C:17]2[CH:18]=[CH:19][CH:20]=[CH:21][CH:22]=2)=[O:14])[CH:10]=[CH:9]1. The yield is 0.960. (4) The reactants are [CH2:1]([O:3][C:4](=[O:23])[CH:5]=[CH:6][C:7]1[CH:12]=[CH:11][CH:10]=[CH:9][C:8]=1[CH2:13][O:14][C:15]1[CH:20]=[C:19]([F:21])[CH:18]=[CH:17][C:16]=1Br)[CH3:2].C([O-])(=O)C.[Na+]. The catalyst is [Br-].C([N+](CCCC)(CCCC)CCCC)CCC.CN1CCCC1=O.O.C([O-])(=O)C.[Pd+2].C([O-])(=O)C. The product is [CH2:1]([O:3][C:4](=[O:23])/[CH:5]=[C:6]1/[C:16]2[CH:17]=[CH:18][C:19]([F:21])=[CH:20][C:15]=2[O:14][CH2:13][C:8]2[CH:9]=[CH:10][CH:11]=[CH:12][C:7]/1=2)[CH3:2]. The yield is 0.870.